This data is from Catalyst prediction with 721,799 reactions and 888 catalyst types from USPTO. The task is: Predict which catalyst facilitates the given reaction. Reactant: C(OC([N:8]1[CH2:12][CH2:11][C@@H:10]([NH:13][C:14]([C:16]2[CH:21]=[CH:20][N:19]=[CH:18][CH:17]=2)=[O:15])[CH2:9]1)=O)(C)(C)C.Cl. Product: [NH:8]1[CH2:12][CH2:11][C@@H:10]([NH:13][C:14](=[O:15])[C:16]2[CH:21]=[CH:20][N:19]=[CH:18][CH:17]=2)[CH2:9]1. The catalyst class is: 5.